This data is from Catalyst prediction with 721,799 reactions and 888 catalyst types from USPTO. The task is: Predict which catalyst facilitates the given reaction. (1) Reactant: [Cl:1][C:2]1[N:7]=[C:6]([C:8]([OH:10])=[O:9])[CH:5]=[C:4]([C:11]2[CH:16]=[CH:15][C:14]([Cl:17])=[CH:13][CH:12]=2)[N:3]=1.[CH2:18](OCC)[CH3:19].Cl. Product: [Cl:1][C:2]1[N:7]=[C:6]([C:8]([O:10][CH2:18][CH3:19])=[O:9])[CH:5]=[C:4]([C:11]2[CH:16]=[CH:15][C:14]([Cl:17])=[CH:13][CH:12]=2)[N:3]=1. The catalyst class is: 8. (2) Reactant: [C:1]([O:5][C:6]([NH:8][C@@H:9]([CH2:15][CH3:16])[CH:10]([OH:14])[C:11]([OH:13])=O)=[O:7])([CH3:4])([CH3:3])[CH3:2].C(Cl)CCl.C1C=CC2N(O)N=NC=2C=1.O[NH:32][C:33](=[NH:40])[C:34]1[CH:39]=[CH:38][CH:37]=[CH:36][CH:35]=1.CN1CCOCC1. The catalyst class is: 4. Product: [C:1]([O:5][C:6]([NH:8][C@@H:9]([CH2:15][CH3:16])[CH:10]([C:11]1[O:13][N:40]=[C:33]([C:34]2[CH:39]=[CH:38][CH:37]=[CH:36][CH:35]=2)[N:32]=1)[OH:14])=[O:7])([CH3:2])([CH3:3])[CH3:4]. (3) Reactant: Cl[CH2:2][C:3]([CH:5]1[C:11](=[O:12])[CH:10]2[CH2:13][CH:7]([CH2:8][CH2:9]2)[C:6]1=[O:14])=O.[Cl:15][C:16]1[CH:24]=[CH:23][C:19]([C:20]([NH2:22])=[S:21])=[CH:18][CH:17]=1. Product: [Cl:15][C:16]1[CH:24]=[CH:23][C:19]([C:20]2[S:21][CH:2]=[C:3]([CH:5]3[C:11](=[O:12])[CH:10]4[CH2:13][CH:7]([CH2:8][CH2:9]4)[C:6]3=[O:14])[N:22]=2)=[CH:18][CH:17]=1. The catalyst class is: 11. (4) Reactant: [CH2:1]([O:3][C:4](=[O:25])[CH2:5][CH:6]1[CH2:11][CH2:10][N:9]([C:12]2[C:17]([N+:18]([O-])=O)=[CH:16][CH:15]=[C:14]([S:21]([CH3:24])(=[O:23])=[O:22])[N:13]=2)[CH2:8][CH2:7]1)[CH3:2]. Product: [CH2:1]([O:3][C:4](=[O:25])[CH2:5][CH:6]1[CH2:11][CH2:10][N:9]([C:12]2[C:17]([NH2:18])=[CH:16][CH:15]=[C:14]([S:21]([CH3:24])(=[O:23])=[O:22])[N:13]=2)[CH2:8][CH2:7]1)[CH3:2]. The catalyst class is: 63. (5) Reactant: [N:1]([CH2:4][C:5]1[N:9]([CH3:10])[N:8]=[C:7]([N:11]2[C:15]([CH3:16])=[CH:14][CH:13]=[C:12]2[CH3:17])[CH:6]=1)=[N+]=[N-].[H-].[Al+3].[Li+].[H-].[H-].[H-].O.O.O.O.O.O.O.O.O.O.S([O-])([O-])(=O)=O.[Na+].[Na+]. Product: [CH3:17][C:12]1[N:11]([C:7]2[CH:6]=[C:5]([CH2:4][NH2:1])[N:9]([CH3:10])[N:8]=2)[C:15]([CH3:16])=[CH:14][CH:13]=1. The catalyst class is: 7. (6) Reactant: [F:1][C:2]1[CH:3]=[CH:4][C:5]([NH:8][NH:9][C:10]([C@:12]2([CH3:18])[CH2:16][CH2:15][CH2:14][N:13]2[CH3:17])=O)=[N:6][CH:7]=1.CCN(CC)CC.C1C=CC(P(C2C=CC=CC=2)C2C=CC=CC=2)=CC=1.ClC(Cl)(Cl)C(Cl)(Cl)Cl. Product: [CH3:17][N:13]1[CH2:14][CH2:15][CH2:16][C@:12]1([C:10]1[N:6]2[CH:7]=[C:2]([F:1])[CH:3]=[CH:4][C:5]2=[N:8][N:9]=1)[CH3:18]. The catalyst class is: 1. (7) Reactant: [Cl:1][C:2]1[CH:7]=[CH:6][CH:5]=[C:4]([Cl:8])[C:3]=1[C:9]1[C:18]2[O:17][CH:16]([CH2:19][N:20]3[C:28](=[O:29])[C:27]4[C:22](=[CH:23][CH:24]=[CH:25][CH:26]=4)[C:21]3=[O:30])[CH2:15][S:14][C:13]=2[CH:12]=[C:11]([F:31])[CH:10]=1.C1C=C(Cl)C=C(C(OO)=[O:40])C=1. Product: [Cl:8][C:4]1[CH:5]=[CH:6][CH:7]=[C:2]([Cl:1])[C:3]=1[C:9]1[C:18]2[O:17][CH:16]([CH2:19][N:20]3[C:28](=[O:29])[C:27]4[C:22](=[CH:23][CH:24]=[CH:25][CH:26]=4)[C:21]3=[O:30])[CH2:15][S:14](=[O:40])[C:13]=2[CH:12]=[C:11]([F:31])[CH:10]=1. The catalyst class is: 25.